Dataset: Reaction yield outcomes from USPTO patents with 853,638 reactions. Task: Predict the reaction yield, written as a fraction of the theoretical maximum amount of product (1.0 means a 100% yield; for example, 0.34 means a 34% yield). (1) The reactants are [CH:1]1([N:7]2[CH2:11][CH:10]([CH2:12]O)[CH2:9][C:8]2=[O:14])[CH2:6][CH2:5][CH2:4][CH2:3][CH2:2]1.II.C(O)(=O)C. The product is [CH:1]1([N:7]2[CH2:11][CH:10]([CH3:12])[CH2:9][C:8]2=[O:14])[CH2:6][CH2:5][CH2:4][CH2:3][CH2:2]1. The catalyst is CN(C)C(=O)C.[Zn]. The yield is 0.450. (2) The reactants are [CH:1]1([S:4]([NH2:7])(=[O:6])=[O:5])[CH2:3][CH2:2]1.O(C(O[C:19]([CH3:22])([CH3:21])[CH3:20])=O)C(O[C:19]([CH3:22])([CH3:21])[CH3:20])=O.C([N:25](CC)CC)C.[C:30]([O:33]CC)(=[O:32])C. The catalyst is C(Cl)Cl.CN(C1C=CN=CC=1)C. The product is [C:19]([NH:25][C:30](=[O:32])[OH:33])([CH3:20])([CH3:21])[CH3:22].[CH:1]1([S:4]([NH2:7])(=[O:6])=[O:5])[CH2:3][CH2:2]1. The yield is 0.850. (3) The reactants are [CH2:1](/[C:3](=[CH:9]\[CH:10]=[CH:11]\[CH2:12][CH2:13]/[CH:14]=[CH:15]\[CH2:16]/[CH:17]=[CH:18]\[CH2:19]/[CH:20]=[CH:21]\[CH2:22]/[CH:23]=[CH:24]\[CH2:25][CH3:26])/[C:4]([O:6]CC)=[O:5])[CH3:2].[Li+].[OH-].Cl. The catalyst is C(O)C.O. The product is [CH2:1](/[C:3](=[CH:9]\[CH:10]=[CH:11]\[CH2:12][CH2:13]/[CH:14]=[CH:15]\[CH2:16]/[CH:17]=[CH:18]\[CH2:19]/[CH:20]=[CH:21]\[CH2:22]/[CH:23]=[CH:24]\[CH2:25][CH3:26])/[C:4]([OH:6])=[O:5])[CH3:2]. The yield is 0.760. (4) The reactants are [CH3:1][C:2]1[CH:3]=CC(S(O)(=O)=O)=CC=1.C([N:14]([CH2:17][CH3:18])CC)C.[N+]([C:22]1[CH:30]=[CH:29][C:25]([C:26](Cl)=[O:27])=CC=1)([O-])=O.C1C[O:34][CH2:33]C1. The catalyst is C(Cl)Cl. The product is [CH:26]1([O:27][C:33](=[O:34])[C@H:17]([CH2:18][CH:2]([CH3:3])[CH3:1])[NH2:14])[CH2:25][CH2:29][CH2:30][CH2:22]1. The yield is 0.700. (5) The reactants are [F:1][C:2]1[CH:3]=[C:4]([CH:6]=[C:7]([C:9]2[S:13][CH:12]=[N:11][CH:10]=2)[CH:8]=1)[NH2:5].Cl[C:15]1[N:20]=[C:19]([C:21]([F:24])([F:23])[F:22])[CH:18]=[CH:17][N:16]=1.CC1(C)C2C(=C(P(C3C=CC=CC=3)C3C=CC=CC=3)C=CC=2)OC2C(P(C3C=CC=CC=3)C3C=CC=CC=3)=CC=CC1=2.C(=O)([O-])[O-].[Cs+].[Cs+]. The catalyst is C(OCC)(=O)C.C([O-])(=O)C.[Pd+2].C([O-])(=O)C. The product is [F:1][C:2]1[CH:3]=[C:4]([NH:5][C:15]2[N:20]=[C:19]([C:21]([F:24])([F:23])[F:22])[CH:18]=[CH:17][N:16]=2)[CH:6]=[C:7]([C:9]2[S:13][CH:12]=[N:11][CH:10]=2)[CH:8]=1. The yield is 0.720. (6) The reactants are C[O:2][C:3]1[CH:12]=[CH:11][C:10]2[NH:9][C:8](=[O:13])[C:7]3[S:14][C:15]([CH3:17])=[CH:16][C:6]=3[C:5]=2[C:4]=1[C:18]1[CH:32]=[CH:31][C:21]([CH2:22][NH:23]C(=O)OC(C)(C)C)=[CH:20][CH:19]=1.BrB(Br)Br. No catalyst specified. The product is [NH2:23][CH2:22][C:21]1[CH:31]=[CH:32][C:18]([C:4]2[C:5]3[C:6]4[CH:16]=[C:15]([CH3:17])[S:14][C:7]=4[C:8](=[O:13])[NH:9][C:10]=3[CH:11]=[CH:12][C:3]=2[OH:2])=[CH:19][CH:20]=1. The yield is 0.370. (7) The reactants are [F:1][C:2]1[CH:30]=[CH:29][C:5]2[N:6]([CH:10]3[CH2:15][CH2:14][N:13]([C:16]4([CH3:28])[CH2:20][CH2:19][N:18]([C:21]([O:23]C(C)(C)C)=[O:22])[CH2:17]4)[CH2:12][CH2:11]3)[C:7](=[O:9])[NH:8][C:4]=2[CH:3]=1.C(Cl)(=O)O[CH2:33][C:34]#[C:35][CH3:36]. No catalyst specified. The product is [F:1][C:2]1[CH:30]=[CH:29][C:5]2[N:6]([CH:10]3[CH2:11][CH2:12][N:13]([C:16]4([CH3:28])[CH2:20][CH2:19][N:18]([C:21]([O:23][CH2:33][C:34]#[C:35][CH3:36])=[O:22])[CH2:17]4)[CH2:14][CH2:15]3)[C:7](=[O:9])[NH:8][C:4]=2[CH:3]=1. The yield is 0.692.